Dataset: Catalyst prediction with 721,799 reactions and 888 catalyst types from USPTO. Task: Predict which catalyst facilitates the given reaction. (1) Reactant: C[Si](Cl)(C)C.C(O[C:9]1(O[Si](C)(C)C)[CH2:11][CH2:10]1)C.Cl.[NH:18]1[CH2:22][CH2:21][CH2:20][CH2:19]1.[C-:23]#[N:24].[K+]. Product: [N:18]1([C:9]2([C:23]#[N:24])[CH2:10][CH2:11]2)[CH2:22][CH2:21][CH2:20][CH2:19]1. The catalyst class is: 5. (2) Reactant: [Br:1][C:2]1[CH:18]=[CH:17][CH:16]=[CH:15][C:3]=1[CH2:4][O:5][C:6]1[CH:13]=[C:12]([OH:14])[CH:11]=[CH:10][C:7]=1[CH:8]=[O:9].[C:19]([O:23][C:24](=[O:29])[NH:25][CH2:26][CH2:27]Br)([CH3:22])([CH3:21])[CH3:20].C([O-])([O-])=O.[K+].[K+]. Product: [C:19]([O:23][C:24](=[O:29])[NH:25][CH2:26][CH2:27][O:14][C:12]1[CH:11]=[CH:10][C:7]([CH:8]=[O:9])=[C:6]([O:5][CH2:4][C:3]2[CH:15]=[CH:16][CH:17]=[CH:18][C:2]=2[Br:1])[CH:13]=1)([CH3:22])([CH3:21])[CH3:20]. The catalyst class is: 3. (3) Reactant: CCN(C(C)C)C(C)C.F[C:11]1[CH:16]=[CH:15][CH:14]=[CH:13][C:12]=1[N+:17]([O-:19])=[O:18].[NH:20]1[CH2:25][CH2:24][CH:23]([C:26]([NH:28][S:29]([C:32]2[CH:37]=[C:36]([C:38]([F:41])([F:40])[F:39])[CH:35]=[C:34]([C:42]([F:45])([F:44])[F:43])[CH:33]=2)(=[O:31])=[O:30])=[O:27])[CH2:22][CH2:21]1.Cl. Product: [N+:17]([C:12]1[CH:13]=[CH:14][CH:15]=[CH:16][C:11]=1[N:20]1[CH2:25][CH2:24][CH:23]([C:26]([NH:28][S:29]([C:32]2[CH:33]=[C:34]([C:42]([F:43])([F:44])[F:45])[CH:35]=[C:36]([C:38]([F:41])([F:39])[F:40])[CH:37]=2)(=[O:30])=[O:31])=[O:27])[CH2:22][CH2:21]1)([O-:19])=[O:18]. The catalyst class is: 16. (4) Reactant: Br[C:2]1[C:3]([CH3:23])=[N:4][N:5]([CH2:14][C:15]2[CH:16]=[C:17]([CH:20]=[CH:21][CH:22]=2)[C:18]#[N:19])[C:6]=1[C:7]1[CH:12]=[CH:11][C:10]([F:13])=[CH:9][CH:8]=1.CC1(C)C(C)(C)OB([C:32]2[CH:33]=[CH:34][C:35]3[O:40][CH2:39][C:38](=[O:41])[NH:37][C:36]=3[CH:42]=2)O1.C(=O)([O-])[O-].[Cs+].[Cs+]. Product: [F:13][C:10]1[CH:11]=[CH:12][C:7]([C:6]2[N:5]([CH2:14][C:15]3[CH:16]=[C:17]([CH:20]=[CH:21][CH:22]=3)[C:18]#[N:19])[N:4]=[C:3]([CH3:23])[C:2]=2[C:32]2[CH:33]=[CH:34][C:35]3[O:40][CH2:39][C:38](=[O:41])[NH:37][C:36]=3[CH:42]=2)=[CH:8][CH:9]=1. The catalyst class is: 12. (5) The catalyst class is: 5. Reactant: [Cl:1][C:2]1[CH:7]=[CH:6][C:5]([C@@:8]2([C:40]#[N:41])[C@H:12]([CH2:13][C:14]([CH3:17])([CH3:16])[CH3:15])[NH:11][C@@H:10]([C:18]([NH:20][CH2:21][C:22]3[CH:30]=[CH:29][C:25]([C:26]([OH:28])=[O:27])=[C:24]([F:31])[CH:23]=3)=[O:19])[C@@H:9]2[C:32]2[CH:37]=[CH:36][CH:35]=[C:34]([Cl:38])[C:33]=2[F:39])=[C:4]([F:42])[CH:3]=1. Product: [Cl:38][C:34]1[C:33]([F:39])=[C:32]([C@H:9]2[C@@:8]([C:5]3[CH:6]=[CH:7][C:2]([Cl:1])=[CH:3][C:4]=3[F:42])([C:40]#[N:41])[C@@H:12]([CH2:13][C:14]([CH3:17])([CH3:16])[CH3:15])[NH:11][C@@H:10]2[C:18]([NH:20][CH2:21][C:22]2[CH:30]=[CH:29][C:25]([C:26]([OH:28])=[O:27])=[C:24]([F:31])[CH:23]=2)=[O:19])[CH:37]=[CH:36][CH:35]=1. (6) Reactant: [NH2:1][C:2]1[CH:7]=[CH:6][CH:5]=[CH:4][C:3]=1[NH:8][C:9]([C:11]1[NH:15][N:14]=[C:13](/[CH:16]=[CH:17]/[C:18]2[CH:23]=[CH:22][C:21]([OH:24])=[CH:20][CH:19]=2)[CH:12]=1)=O. Product: [NH:8]1[C:3]2[CH:4]=[CH:5][CH:6]=[CH:7][C:2]=2[N:1]=[C:9]1[C:11]1[CH:12]=[C:13](/[CH:16]=[CH:17]/[C:18]2[CH:23]=[CH:22][C:21]([OH:24])=[CH:20][CH:19]=2)[NH:14][N:15]=1. The catalyst class is: 15. (7) Reactant: [C:1]([O:5][C:6]([N:8]1[CH2:13][CH2:12][N:11]([CH2:14][C:15]([OH:17])=O)[C:10](=[O:18])[CH:9]1[C:19]1[CH:24]=[CH:23][CH:22]=[CH:21][CH:20]=1)=[O:7])([CH3:4])([CH3:3])[CH3:2].[CH:25]([N:38]1[CH2:43][CH2:42][NH:41][CH2:40][CH2:39]1)([C:32]1[CH:37]=[CH:36][CH:35]=[CH:34][CH:33]=1)[C:26]1[CH:31]=[CH:30][CH:29]=[CH:28][CH:27]=1.F[P-](F)(F)(F)(F)F.N1(OC(N(C)C)=[N+](C)C)C2N=CC=CC=2N=N1.C(N(C(C)C)CC)(C)C. Product: [CH:25]([N:38]1[CH2:43][CH2:42][N:41]([C:15](=[O:17])[CH2:14][N:11]2[CH2:12][CH2:13][N:8]([C:6]([O:5][C:1]([CH3:2])([CH3:4])[CH3:3])=[O:7])[CH:9]([C:19]3[CH:20]=[CH:21][CH:22]=[CH:23][CH:24]=3)[C:10]2=[O:18])[CH2:40][CH2:39]1)([C:32]1[CH:37]=[CH:36][CH:35]=[CH:34][CH:33]=1)[C:26]1[CH:31]=[CH:30][CH:29]=[CH:28][CH:27]=1. The catalyst class is: 2. (8) Reactant: [NH2:1][C:2]1[C:6](C(O)=O)=[C:5]([CH2:10][C:11]([OH:13])=[O:12])[NH:4][N:3]=1. Product: [NH2:1][C:2]1[CH:6]=[C:5]([CH2:10][C:11]([OH:13])=[O:12])[NH:4][N:3]=1. The catalyst class is: 6. (9) Reactant: [Si:1]([O:8][CH2:9][C:10]1[CH:15]=[C:14]([CH2:16][CH3:17])[N:13]=[C:12]([NH2:18])[CH:11]=1)([C:4]([CH3:7])([CH3:6])[CH3:5])([CH3:3])[CH3:2].Cl[C:20]1[S:21][C:22]([C:25]#[N:26])=[CH:23][N:24]=1.[H-].[Na+].O. Product: [Si:1]([O:8][CH2:9][C:10]1[CH:15]=[C:14]([CH2:16][CH3:17])[N:13]=[C:12]([NH:18][C:20]2[S:21][C:22]([C:25]#[N:26])=[CH:23][N:24]=2)[CH:11]=1)([C:4]([CH3:7])([CH3:6])[CH3:5])([CH3:3])[CH3:2]. The catalyst class is: 1.